This data is from Forward reaction prediction with 1.9M reactions from USPTO patents (1976-2016). The task is: Predict the product of the given reaction. (1) Given the reactants [CH3:1][O:2][C:3]1[CH:4]=[C:5]2[C:14](=[CH:15][CH:16]=1)[C:13](OS(C(F)(F)F)(=O)=O)=[C:12]([C:25]1[CH:30]=[CH:29][C:28]([O:31][CH3:32])=[CH:27][CH:26]=1)[CH:11]1[CH:6]2[CH2:7][CH2:8][CH2:9][CH2:10]1.C1C=CC(P(C2C=CC=CC=2)CCCCP(C2C=CC=CC=2)C2C=CC=CC=2)=CC=1.CCN(CC)CC.CO.[C:72]([O:75][CH2:76]C)(=[O:74])C, predict the reaction product. The product is: [CH3:76][O:75][C:72]([C:13]1[C:14]2[C:5]([CH:6]3[CH:11]([C:12]=1[C:25]1[CH:26]=[CH:27][C:28]([O:31][CH3:32])=[CH:29][CH:30]=1)[CH2:10][CH2:9][CH2:8][CH2:7]3)=[CH:4][C:3]([O:2][CH3:1])=[CH:16][CH:15]=2)=[O:74]. (2) Given the reactants [C:1]([Si:5]([O:18][C@@H:19]1[C@H:26]2[C@H:22]([O:23][C:24]([CH3:28])([CH3:27])[O:25]2)[CH:21]=[C:20]1I)([C:12]1[CH:17]=[CH:16][CH:15]=[CH:14][CH:13]=1)[C:6]1[CH:11]=[CH:10][CH:9]=[CH:8][CH:7]=1)([CH3:4])([CH3:3])[CH3:2].C1C=CC(S(N(S(C2C=CC=CC=2)(=O)=O)[F:40])(=O)=O)=CC=1.[Li]CCCC, predict the reaction product. The product is: [C:1]([Si:5]([O:18][C@@H:19]1[C@H:26]2[C@H:22]([O:23][C:24]([CH3:28])([CH3:27])[O:25]2)[CH:21]=[C:20]1[F:40])([C:12]1[CH:17]=[CH:16][CH:15]=[CH:14][CH:13]=1)[C:6]1[CH:11]=[CH:10][CH:9]=[CH:8][CH:7]=1)([CH3:4])([CH3:3])[CH3:2]. (3) Given the reactants [CH3:1][O:2][C:3]1[C:4]([O:25][CH3:26])=[CH:5][C:6]2[NH:12][C:11](=[O:13])[CH2:10][N:9]=[C:8]([C:14]3[CH:19]=[CH:18][CH:17]=[C:16]([C:20]([F:23])([F:22])[F:21])[CH:15]=3)[C:7]=2[CH:24]=1.IC.[CH2:29](Br)[C:30]1[CH:35]=[CH:34][CH:33]=[CH:32][CH:31]=1, predict the reaction product. The product is: [CH2:29]([N:12]1[C:6]2[CH:5]=[C:4]([O:25][CH3:26])[C:3]([O:2][CH3:1])=[CH:24][C:7]=2[C:8]([C:14]2[CH:19]=[CH:18][CH:17]=[C:16]([C:20]([F:23])([F:22])[F:21])[CH:15]=2)=[N:9][CH2:10][C:11]1=[O:13])[C:30]1[CH:35]=[CH:34][CH:33]=[CH:32][CH:31]=1. (4) Given the reactants [OH:1][C:2]1[CH:3]=[C:4]2[C:9](=[CH:10][CH:11]=1)[CH2:8][N:7]([C:12]([O:14][C:15]([CH3:18])([CH3:17])[CH3:16])=[O:13])[CH:6]([C:19]([O:21][CH3:22])=[O:20])[CH2:5]2.[Cl:23][C:24]1[CH:25]=[C:26](Br)[CH:27]=[CH:28][CH:29]=1.CC(C)(C(=O)CC(=O)C(C)(C)C)C.C([O-])([O-])=O.[Cs+].[Cs+], predict the reaction product. The product is: [Cl:23][C:24]1[CH:29]=[C:28]([CH:27]=[CH:26][CH:25]=1)[O:1][C:2]1[CH:3]=[C:4]2[C:9](=[CH:10][CH:11]=1)[CH2:8][N:7]([C:12]([O:14][C:15]([CH3:16])([CH3:17])[CH3:18])=[O:13])[CH:6]([C:19]([O:21][CH3:22])=[O:20])[CH2:5]2.